From a dataset of Full USPTO retrosynthesis dataset with 1.9M reactions from patents (1976-2016). Predict the reactants needed to synthesize the given product. (1) Given the product [CH3:47][C:44]1[CH:45]=[CH:46][C:41]([NH:40][C:32]([NH:25][C:24]2[CH:26]=[CH:27][C:21]([C:9]3[N:8]=[C:7]([N:1]4[CH2:2][CH2:3][O:4][CH2:5][CH2:6]4)[N:12]=[C:11]([N:13]4[CH:14]5[CH2:20][CH2:19][CH:18]4[CH2:17][O:16][CH2:15]5)[N:10]=3)=[CH:22][CH:23]=2)=[O:38])=[CH:42][CH:43]=1, predict the reactants needed to synthesize it. The reactants are: [N:1]1([C:7]2[N:12]=[C:11]([N:13]3[CH:18]4[CH2:19][CH2:20][CH:14]3[CH2:15][O:16][CH2:17]4)[N:10]=[C:9]([C:21]3[CH:27]=[CH:26][C:24]([NH2:25])=[CH:23][CH:22]=3)[N:8]=2)[CH2:6][CH2:5][O:4][CH2:3][CH2:2]1.ClC(Cl)(O[C:32](=[O:38])OC(Cl)(Cl)Cl)Cl.[NH2:40][C:41]1[CH:46]=[CH:45][C:44]([CH3:47])=[CH:43][CH:42]=1. (2) Given the product [CH3:26][N:1]1[CH2:2][CH2:3][CH:4]([C:7]2[S:8][CH:9]=[C:10]([C:12]3[NH:16][C:15]4[CH:17]=[CH:18][CH:19]=[C:20]([C:21]([NH2:23])=[O:22])[C:14]=4[N:13]=3)[N:11]=2)[CH2:5][CH2:6]1, predict the reactants needed to synthesize it. The reactants are: [NH:1]1[CH2:6][CH2:5][CH:4]([C:7]2[S:8][CH:9]=[C:10]([C:12]3[NH:16][C:15]4[CH:17]=[CH:18][CH:19]=[C:20]([C:21]([NH2:23])=[O:22])[C:14]=4[N:13]=3)[N:11]=2)[CH2:3][CH2:2]1.C=O.[C:26]([BH3-])#N.[Na+]. (3) Given the product [CH3:1][C:2]1[CH:7]=[C:6]([CH3:8])[CH:5]=[CH:4][C:3]=1[C:9]1[CH:14]=[CH:13][CH:12]=[C:11]([CH2:15][OH:16])[CH:10]=1, predict the reactants needed to synthesize it. The reactants are: [CH3:1][C:2]1[CH:7]=[C:6]([CH3:8])[CH:5]=[CH:4][C:3]=1[C:9]1[CH:14]=[CH:13][CH:12]=[C:11]([C:15](OCC)=[O:16])[CH:10]=1.[H-].[Al+3].[Li+].[H-].[H-].[H-].O.O.O.O.O.O.O.O.O.O.[O-]S([O-])(=O)=O.[Na+].[Na+]. (4) Given the product [OH:13][C@H:12]([C:14]1[CH:19]=[CH:18][CH:17]=[CH:16][CH:15]=1)[C@@H:11]([N:10]([CH3:9])[C:24](=[O:23])[C@H:25]([CH3:27])[CH2:3][CH:2]=[CH2:1])[CH3:20], predict the reactants needed to synthesize it. The reactants are: [CH3:1][C@H:2](CC=C)[C:3](O)=O.[CH3:9][NH:10][C@@H:11]([CH3:20])[C@@H:12]([C:14]1[CH:19]=[CH:18][CH:17]=[CH:16][CH:15]=1)[OH:13].CC(=O)[O:23][CH2:24][CH3:25].[CH3:27]N(C=O)C.